This data is from Forward reaction prediction with 1.9M reactions from USPTO patents (1976-2016). The task is: Predict the product of the given reaction. (1) Given the reactants [CH:1]1([N:4]([CH:33]2[CH2:35][CH2:34]2)[C:5]([C:7]2[N:30]([CH2:31][CH3:32])[C:10]3=[N:11][C:12]([NH:19][C:20]4[S:21][C:22]([C:25]([O:27]CC)=[O:26])=[CH:23][N:24]=4)=[C:13]4[N:17]=[CH:16][N:15]([CH3:18])[C:14]4=[C:9]3[CH:8]=2)=[O:6])[CH2:3][CH2:2]1.[OH-].[Na+], predict the reaction product. The product is: [CH:33]1([N:4]([CH:1]2[CH2:2][CH2:3]2)[C:5]([C:7]2[N:30]([CH2:31][CH3:32])[C:10]3=[N:11][C:12]([NH:19][C:20]4[S:21][C:22]([C:25]([OH:27])=[O:26])=[CH:23][N:24]=4)=[C:13]4[N:17]=[CH:16][N:15]([CH3:18])[C:14]4=[C:9]3[CH:8]=2)=[O:6])[CH2:34][CH2:35]1. (2) Given the reactants [Cl:1][C:2]1[CH:10]=[C:9]([N:11]2[CH2:15][CH2:14][CH2:13][CH2:12]2)[CH:8]=[CH:7][C:3]=1[C:4](O)=[O:5].S(Cl)([Cl:18])=O.CN1CCCC1=O, predict the reaction product. The product is: [Cl:1][C:2]1[CH:10]=[C:9]([N:11]2[CH2:15][CH2:14][CH2:13][CH2:12]2)[CH:8]=[CH:7][C:3]=1[C:4]([Cl:18])=[O:5]. (3) Given the reactants Br[C:2]1[C:3]([Cl:25])=[CH:4][CH:5]=[C:6]2[C:10]=1[NH:9][C:8]([CH3:11])=[C:7]2[CH2:12][CH2:13][CH2:14][O:15][C:16]1[CH:21]=[C:20]([CH3:22])[C:19]([Cl:23])=[C:18]([CH3:24])[CH:17]=1.C(=O)([O-])[O-].[K+].[K+].[CH3:32][N:33]1[C:37]([CH3:38])=[C:36](B2OC(C)(C)C(C)(C)O2)[C:35]([CH3:48])=[N:34]1, predict the reaction product. The product is: [Cl:25][C:3]1[C:2]([C:36]2[C:35]([CH3:48])=[N:34][N:33]([CH3:32])[C:37]=2[CH3:38])=[C:10]2[C:6]([C:7]([CH2:12][CH2:13][CH2:14][O:15][C:16]3[CH:21]=[C:20]([CH3:22])[C:19]([Cl:23])=[C:18]([CH3:24])[CH:17]=3)=[C:8]([CH3:11])[NH:9]2)=[CH:5][CH:4]=1. (4) Given the reactants [Br:1][C:2]1[CH:3]=[C:4](Cl)[CH:5]=[C:6]([CH:10]=1)[C:7](O)=[O:8].O.[ClH:13], predict the reaction product. The product is: [Br:1][C:2]1[CH:3]=[CH:4][C:5]([Cl:13])=[C:6]([CH2:7][OH:8])[CH:10]=1. (5) Given the reactants [ClH:1].Cl.CO[C:5]1[CH:6]=[C:7]2[C:12](=[CH:13][CH:14]=1)[CH:11]([CH2:15][C:16]1[CH:17]=[N:18][CH:19]=[CH:20][CH:21]=1)[CH:10]([NH2:22])[CH2:9][CH2:8]2.[C:23]([C:26]1([C:36]2[CH:41]=[CH:40][CH:39]=[CH:38][CH:37]=2)[CH2:31][CH2:30][N:29]([CH2:32][C:33]([OH:35])=O)[CH2:28][CH2:27]1)(=[O:25])[CH3:24].C(N(CC)C(C)C)(C)C.CN(C(ON1N=NC2C=CC=CC1=2)=[N+](C)C)C.F[P-](F)(F)(F)(F)F, predict the reaction product. The product is: [ClH:1].[ClH:1].[C:23]([C:26]1([C:36]2[CH:41]=[CH:40][CH:39]=[CH:38][CH:37]=2)[CH2:27][CH2:28][N:29]([CH2:32][C:33]([NH:22][C@H:10]2[CH2:9][CH2:8][C:7]3[C:12](=[CH:13][CH:14]=[CH:5][CH:6]=3)[C@H:11]2[CH2:15][C:16]2[CH:17]=[N:18][CH:19]=[CH:20][CH:21]=2)=[O:35])[CH2:30][CH2:31]1)(=[O:25])[CH3:24]. (6) Given the reactants [N+:1]([C:4]1[C:12]2[C:7](=[CH:8][CH:9]=[CH:10][CH:11]=2)[NH:6][CH:5]=1)([O-:3])=[O:2].[H-].[Na+].Br[CH2:16][C:17]([O:19][CH2:20][CH3:21])=[O:18], predict the reaction product. The product is: [N+:1]([C:4]1[C:12]2[C:7](=[CH:8][CH:9]=[CH:10][CH:11]=2)[N:6]([CH2:16][C:17]([O:19][CH2:20][CH3:21])=[O:18])[CH:5]=1)([O-:3])=[O:2]. (7) Given the reactants [NH2:1][C:2]1[N:6]([C:7]2[CH:12]=[CH:11][C:10]([F:13])=[CH:9][CH:8]=2)[N:5]=[CH:4][C:3]=1[C:14](=[O:22])[C:15]1[CH:20]=[CH:19][CH:18]=[C:17]([NH2:21])[CH:16]=1.Br[CH2:24][CH2:25][CH2:26][Cl:27].C(=O)([O-])[O-].[Cs+].[Cs+], predict the reaction product. The product is: [NH2:1][C:2]1[N:6]([C:7]2[CH:12]=[CH:11][C:10]([F:13])=[CH:9][CH:8]=2)[N:5]=[CH:4][C:3]=1[C:14](=[O:22])[C:15]1[CH:20]=[CH:19][CH:18]=[C:17]([NH:21][CH2:24][CH2:25][CH2:26][Cl:27])[CH:16]=1. (8) Given the reactants [OH:1][CH2:2][CH2:3][CH2:4][CH2:5][CH2:6][N:7]1[CH2:12][CH2:11][N:10]([C:13]2[N:18]=[C:17]([C:19]3[CH:28]=[C:27]4[C:22]([C:23]([CH3:31])([CH3:30])[CH2:24][CH2:25][C:26]4=O)=[CH:21][CH:20]=3)[CH:16]=[CH:15][CH:14]=2)[CH2:9][CH2:8]1.[C:32]([BH3-])#[N:33].[Na+].O.[C:37](=O)([O-])O.[Na+], predict the reaction product. The product is: [CH3:37][N:33]([CH3:32])[CH:26]1[C:27]2[CH:28]=[C:19]([C:17]3[N:18]=[C:13]([N:10]4[CH2:9][CH2:8][N:7]([CH2:6][CH2:5][CH2:4][CH2:3][CH2:2][OH:1])[CH2:12][CH2:11]4)[CH:14]=[CH:15][CH:16]=3)[CH:20]=[CH:21][C:22]=2[C:23]([CH3:30])([CH3:31])[CH2:24][CH2:25]1.